From a dataset of Forward reaction prediction with 1.9M reactions from USPTO patents (1976-2016). Predict the product of the given reaction. (1) Given the reactants [NH2:1][C:2]1[N:10]=[C:9]2[C:5]([NH:6][C:7](=[O:17])[N:8]2[CH:11]2[CH2:16][CH2:15][O:14][CH2:13][CH2:12]2)=[C:4]([C:18]2[CH:23]=[CH:22][N:21]=[CH:20][CH:19]=2)[N:3]=1.C(=O)([O-])[O-].[Cs+].[Cs+].C1C=CC(P(C2C(C3C(P(C4C=CC=CC=4)C4C=CC=CC=4)=CC=C4C=3C=CC=C4)=C3C(C=CC=C3)=CC=2)C2C=CC=CC=2)=CC=1.Br[C:77]1[CH:82]=[C:81]([Cl:83])[CH:80]=[CH:79][C:78]=1[N+:84]([O-:86])=[O:85], predict the reaction product. The product is: [Cl:83][C:81]1[CH:80]=[CH:79][C:78]([N+:84]([O-:86])=[O:85])=[C:77]([NH:1][C:2]2[N:10]=[C:9]3[C:5]([NH:6][C:7](=[O:17])[N:8]3[CH:11]3[CH2:12][CH2:13][O:14][CH2:15][CH2:16]3)=[C:4]([C:18]3[CH:23]=[CH:22][N:21]=[CH:20][CH:19]=3)[N:3]=2)[CH:82]=1. (2) Given the reactants [NH2:1][C:2]1[CH:3]=[C:4]([C:8]2[C:16]([C:17]3[CH:22]=[CH:21][N:20]=[C:19]([NH:23][C:24]4[CH:29]=[CH:28][CH:27]=[C:26]([F:30])[CH:25]=4)[N:18]=3)=[C:11]3[CH:12]=[CH:13][CH:14]=[CH:15][N:10]3[N:9]=2)[CH:5]=[CH:6][CH:7]=1.[F:31][C:32]1[C:33]([CH3:41])=[C:34]([CH:38]=[CH:39][CH:40]=1)[C:35](Cl)=[O:36].C1C2C(=CC=C(NC3N=C(C4C(C5C=C(NC(=O)C6C=CC=CC=6)C=CC=5)=NN5C=CC=CC=45)C=CN=3)C=2)CCN1, predict the reaction product. The product is: [F:31][C:32]1[C:33]([CH3:41])=[C:34]([CH:38]=[CH:39][CH:40]=1)[C:35]([NH:1][C:2]1[CH:7]=[CH:6][CH:5]=[C:4]([C:8]2[C:16]([C:17]3[CH:22]=[CH:21][N:20]=[C:19]([NH:23][C:24]4[CH:29]=[CH:28][CH:27]=[C:26]([F:30])[CH:25]=4)[N:18]=3)=[C:11]3[CH:12]=[CH:13][CH:14]=[CH:15][N:10]3[N:9]=2)[CH:3]=1)=[O:36]. (3) Given the reactants [N+]([O-])([O-])=O.[Ce+4].[NH4+].[N+]([O-])([O-])=O.[N+]([O-])([O-])=O.[N+]([O-])([O-])=O.[N+]([O-])([O-])=O.[Br:23][C:24]1[CH:29]=[CH:28][C:27]([Cl:30])=[CH:26][C:25]=1[CH:31]1[CH2:36][C:35](=[O:37])[NH:34][C:33]2[CH2:38][CH2:39][C:40](=[O:41])[C:32]1=2, predict the reaction product. The product is: [Br:23][C:24]1[CH:29]=[CH:28][C:27]([Cl:30])=[CH:26][C:25]=1[C:31]1[C:32]2[C:40](=[O:41])[CH2:39][CH2:38][C:33]=2[NH:34][C:35](=[O:37])[CH:36]=1. (4) Given the reactants [C:1]([N:8]([CH3:28])[CH:9]1[CH2:14][CH2:13][CH:12]([NH:15][CH2:16][C:17]2[CH:18]=[C:19](B(O)O)[CH:20]=[CH:21][C:22]=2[O:23][CH3:24])[CH2:11][CH2:10]1)([O:3][C:4]([CH3:7])([CH3:6])[CH3:5])=[O:2].Br[C:30]1[CH:31]=[N:32][CH:33]=[CH:34][CH:35]=1, predict the reaction product. The product is: [C:4]([O:3][C:1](=[O:2])[N:8]([CH:9]1[CH2:14][CH2:13][CH:12]([NH:15][CH2:16][C:17]2[CH:18]=[C:19]([C:30]3[CH:31]=[N:32][CH:33]=[CH:34][CH:35]=3)[CH:20]=[CH:21][C:22]=2[O:23][CH3:24])[CH2:11][CH2:10]1)[CH3:28])([CH3:7])([CH3:6])[CH3:5]. (5) Given the reactants [C:1]1([C:7]2[C:8]([C:26]3[CH:31]=[CH:30][C:29]([C:32]4([NH2:40])[CH2:35][C:34]5([O:39][CH2:38][CH2:37][O:36]5)[CH2:33]4)=[CH:28][CH:27]=3)=[N:9][C:10]3[CH:11]=[CH:12][N:13]4[C:19]([C:20]5[N:25]=[CH:24][CH:23]=[CH:22][N:21]=5)=[N:18][N:17]=[C:14]4[C:15]=3[CH:16]=2)[CH:6]=[CH:5][CH:4]=[CH:3][CH:2]=1.[C:41](O[C:41]([C:43]([F:46])([F:45])[F:44])=[O:42])([C:43]([F:46])([F:45])[F:44])=[O:42], predict the reaction product. The product is: [F:44][C:43]([F:46])([F:45])[C:41]([NH:40][C:32]1([C:29]2[CH:28]=[CH:27][C:26]([C:8]3[C:7]([C:1]4[CH:6]=[CH:5][CH:4]=[CH:3][CH:2]=4)=[CH:16][C:15]4[C:14]5=[N:17][N:18]=[C:19]([C:20]6[N:25]=[CH:24][CH:23]=[CH:22][N:21]=6)[N:13]5[CH:12]=[CH:11][C:10]=4[N:9]=3)=[CH:31][CH:30]=2)[CH2:35][C:34]2([O:36][CH2:37][CH2:38][O:39]2)[CH2:33]1)=[O:42].